This data is from Full USPTO retrosynthesis dataset with 1.9M reactions from patents (1976-2016). The task is: Predict the reactants needed to synthesize the given product. (1) Given the product [Br:32][C:33]1[C:39]([F:40])=[CH:38][C:36]([NH:37][C:9]2[C:13]3[CH:14]=[N:15][CH:16]=[CH:17][C:12]=3[O:11][C:10]=2[C:18]([O:20][CH2:21][CH3:22])=[O:19])=[C:35]([F:41])[CH:34]=1, predict the reactants needed to synthesize it. The reactants are: FC(F)(C(F)(F)F)C(F)(F)C(F)(F)S(O[C:9]1[C:13]2[CH:14]=[N:15][CH:16]=[CH:17][C:12]=2[O:11][C:10]=1[C:18]([O:20][CH2:21][CH3:22])=[O:19])(=O)=O.[Br:32][C:33]1[C:39]([F:40])=[CH:38][C:36]([NH2:37])=[C:35]([F:41])[CH:34]=1.CC1(C)C2C(=C(P(C3C=CC=CC=3)C3C=CC=CC=3)C=CC=2)OC2C(P(C3C=CC=CC=3)C3C=CC=CC=3)=CC=CC1=2.C1CCN2C(=NCCC2)CC1. (2) Given the product [C:1]([O:5][C:6]([N:8]1[CH2:13][CH:12]=[C:11]([C:26]2[CH:25]=[CH:24][CH:23]=[C:22]([N+:19]([O-:21])=[O:20])[CH:27]=2)[CH2:10][CH2:9]1)=[O:7])([CH3:4])([CH3:3])[CH3:2], predict the reactants needed to synthesize it. The reactants are: [C:1]([O:5][C:6]([N:8]1[CH2:13][CH:12]=[C:11](OS(C)(=O)=O)[CH2:10][CH2:9]1)=[O:7])([CH3:4])([CH3:3])[CH3:2].[N+:19]([C:22]1[CH:23]=[C:24](B(O)O)[CH:25]=[CH:26][CH:27]=1)([O-:21])=[O:20]. (3) Given the product [C:42]([C@@H:40]([C@H:38]([C:37]([OH:46])=[O:45])[OH:39])[OH:41])([OH:44])=[O:43].[Cl:1][C:2]1[CH:7]=[C:6]([Cl:8])[CH:5]=[CH:4][C:3]=1[CH2:9][N:10]([CH2:17][C@H:18]1[CH2:22][CH2:21][NH:20][CH2:19]1)[CH:11]1[CH2:12][CH2:13][O:14][CH2:15][CH2:16]1, predict the reactants needed to synthesize it. The reactants are: [Cl:1][C:2]1[CH:7]=[C:6]([Cl:8])[CH:5]=[CH:4][C:3]=1[CH2:9][N:10]([CH2:17][C@H:18]1[CH2:22][CH2:21][N:20](C(OC(C)(C)C)=O)[CH2:19]1)[CH:11]1[CH2:16][CH2:15][O:14][CH2:13][CH2:12]1.FC(F)(F)C(O)=O.[C:37]([OH:46])(=[O:45])[C@@H:38]([C@H:40]([C:42]([OH:44])=[O:43])[OH:41])[OH:39].